From a dataset of Catalyst prediction with 721,799 reactions and 888 catalyst types from USPTO. Predict which catalyst facilitates the given reaction. (1) Product: [CH:1]1([NH:7][C:10]2[CH:9]=[CH:8][C:13]([C:14]#[N:15])=[CH:12][N:11]=2)[CH2:6][CH2:5][CH2:4][CH2:3][CH2:2]1. The catalyst class is: 828. Reactant: [CH:1]1([NH2:7])[CH2:6][CH2:5][CH2:4][CH2:3][CH2:2]1.[CH:8]1[C:13]([C:14]#[N:15])=[CH:12][N:11]=[C:10](Cl)[CH:9]=1.C(=O)([O-])[O-].[K+].[K+].CN(C=O)C. (2) Reactant: [H-].[Na+].[NH:3]1[CH:7]=[CH:6][CH:5]=[C:4]1[CH:8]=[O:9].O.[C:11]1([CH3:17])[CH:16]=[CH:15][CH:14]=[CH:13][CH:12]=1. Product: [N:3]1[C:16]2[C:11](=[CH:12][CH:13]=[CH:14][CH:15]=2)[CH:17]=[C:5]([CH2:6][N:3]2[CH:7]=[CH:6][CH:5]=[C:4]2[CH:8]=[O:9])[CH:4]=1. The catalyst class is: 1. (3) Reactant: [CH:1]1([NH:4][C:5]2[N:10]3[N:11]=[CH:12][C:13]([CH:14]=O)=[C:9]3[N:8]=[C:7]([C:16]3[CH:21]=[CH:20][N:19]=[C:18]([F:22])[CH:17]=3)[CH:6]=2)[CH2:3][CH2:2]1.N1CCCCC1.[S:29]1[CH2:33][C:32](=[O:34])[NH:31][C:30]1=[O:35]. Product: [CH:1]1([NH:4][C:5]2[N:10]3[N:11]=[CH:12][C:13]([CH:14]=[C:33]4[S:29][C:30](=[O:35])[NH:31][C:32]4=[O:34])=[C:9]3[N:8]=[C:7]([C:16]3[CH:21]=[CH:20][N:19]=[C:18]([F:22])[CH:17]=3)[CH:6]=2)[CH2:3][CH2:2]1. The catalyst class is: 14. (4) Reactant: [CH:1]([C:3]1[CH:11]=[CH:10][C:6]([C:7]([OH:9])=O)=[CH:5][CH:4]=1)=[O:2].C(N(CC)CC)C.ON1C2C=CC=CC=2N=N1.Cl.C(N=C=NCCCN(C)C)C.[CH3:41][CH:42]([CH3:51])[C:43]([N:45]1[CH2:50][CH2:49][NH:48][CH2:47][CH2:46]1)=[O:44]. Product: [C:43]([N:45]1[CH2:50][CH2:49][N:48]([C:7]([C:6]2[CH:5]=[CH:4][C:3]([CH:1]=[O:2])=[CH:11][CH:10]=2)=[O:9])[CH2:47][CH2:46]1)(=[O:44])[CH:42]([CH3:51])[CH3:41]. The catalyst class is: 4. (5) Reactant: [Br:1][C:2]1[CH:3]=[C:4]2[C:8](=[CH:9][CH:10]=1)[CH:7]([CH:11](P(OCC)(OCC)=O)[C:12]([O:14][CH2:15][CH3:16])=[O:13])[CH2:6][CH2:5]2.C=O.[C:27]([O-])([O-])=O.[K+].[K+]. The catalyst class is: 1. Product: [Br:1][C:2]1[CH:3]=[C:4]2[C:8](=[CH:9][CH:10]=1)[CH:7]([C:11](=[CH2:27])[C:12]([O:14][CH2:15][CH3:16])=[O:13])[CH2:6][CH2:5]2. (6) Reactant: C1C(Cl)=CC2N(O)N=NC=2C=1.C1CN([P+](ON2N=NC3C=CC=CC2=3)(N2CCCC2)N2CCCC2)CC1.F[P-](F)(F)(F)(F)F.CCN(C(C)C)C(C)C.Cl.[C:55]([S:74][CH2:75][CH2:76][NH2:77])([C:68]1[CH:73]=[CH:72][CH:71]=[CH:70][CH:69]=1)([C:62]1[CH:67]=[CH:66][CH:65]=[CH:64][CH:63]=1)[C:56]1[CH:61]=[CH:60][CH:59]=[CH:58][CH:57]=1. Product: [C:55]([S:74][CH2:75][CH2:76][NH2:77])([C:62]1[CH:63]=[CH:64][CH:65]=[CH:66][CH:67]=1)([C:68]1[CH:73]=[CH:72][CH:71]=[CH:70][CH:69]=1)[C:56]1[CH:61]=[CH:60][CH:59]=[CH:58][CH:57]=1. The catalyst class is: 3. (7) Reactant: BrC1C(=O)[O:4][C:5]2[C:10]([C:11]=1C)=[CH:9][CH:8]=[C:7](O)[CH:6]=2.B(O)(O)O.[C:19]([O-:22])([O-])=O.[Na+].[Na+].[CH3:25][N:26]([CH:28]=[O:29])C. Product: [OH:4][C:5]1[CH:10]=[CH:11][C:25]2[NH:26][C:28](=[O:29])[CH:9]=[CH:8][C:7]=2[C:6]=1[CH:19]=[O:22]. The catalyst class is: 73.